Predict which catalyst facilitates the given reaction. From a dataset of Catalyst prediction with 721,799 reactions and 888 catalyst types from USPTO. (1) Product: [CH2:17]([N:24]1[CH2:29][CH2:28][C:27]([C:2]2[CH:7]=[CH:6][C:5]([O:8][CH2:9][CH2:10][CH3:11])=[CH:4][CH:3]=2)([OH:30])[CH2:26][CH2:25]1)[C:18]1[CH:19]=[CH:20][CH:21]=[CH:22][CH:23]=1. Reactant: Br[C:2]1[CH:7]=[CH:6][C:5]([O:8][CH2:9][CH2:10][CH3:11])=[CH:4][CH:3]=1.C([Li])CCC.[CH2:17]([N:24]1[CH2:29][CH2:28][C:27](=[O:30])[CH2:26][CH2:25]1)[C:18]1[CH:23]=[CH:22][CH:21]=[CH:20][CH:19]=1. The catalyst class is: 1. (2) Reactant: [NH2:1][C:2]1[CH:3]=[C:4]([C:14](=[O:16])[CH3:15])[CH:5]=[C:6]([C:10]([CH3:13])([CH3:12])[CH3:11])[C:7]=1[O:8][CH3:9].CC1C=CC(S(O[CH2:28][C@@H:29]([OH:44])[C@H:30]([OH:43])[CH2:31]OS(C2C=CC(C)=CC=2)(=O)=O)(=O)=O)=CC=1.[Na+].[I-].C([O-])(O)=O.[Na+]. Product: [C:10]([C:6]1[CH:5]=[C:4]([C:14](=[O:16])[CH3:15])[CH:3]=[C:2]([N:1]2[CH2:31][C@@H:30]([OH:43])[C@H:29]([OH:44])[CH2:28]2)[C:7]=1[O:8][CH3:9])([CH3:11])([CH3:12])[CH3:13]. The catalyst class is: 14. (3) Reactant: CO.[O:3]1[C:8]2[CH:9]=[CH:10][C:11]([CH2:13][N:14]([CH:22]3[CH2:27][CH2:26][N:25]([CH2:28][CH2:29][N:30]4[C:39]5[C:34](=[C:35]([NH2:40])[CH:36]=[CH:37][CH:38]=5)[CH:33]=[CH:32][C:31]4=[O:41])[CH2:24][CH2:23]3)[C:15](=[O:21])[O:16][C:17]([CH3:20])([CH3:19])[CH3:18])=[CH:12][C:7]=2[O:6][CH2:5][CH2:4]1.[C:42](=O)([O-])[O-].[Na+].[Na+].S(OC)(OC)(=O)=O. Product: [O:3]1[C:8]2[CH:9]=[CH:10][C:11]([CH2:13][N:14]([CH:22]3[CH2:27][CH2:26][N:25]([CH2:28][CH2:29][N:30]4[C:39]5[C:34](=[C:35]([NH:40][CH3:42])[CH:36]=[CH:37][CH:38]=5)[CH:33]=[CH:32][C:31]4=[O:41])[CH2:24][CH2:23]3)[C:15](=[O:21])[O:16][C:17]([CH3:20])([CH3:19])[CH3:18])=[CH:12][C:7]=2[O:6][CH2:5][CH2:4]1. The catalyst class is: 6. (4) Reactant: [S:1]1[CH:5]=[CH:4][N:3]=[C:2]1[C:6]1[N:11]=[C:10]([C:12]2[CH:13]=[C:14]3[C:19](=[CH:20][CH:21]=2)[N:18]=[CH:17][CH:16]=[C:15]3[OH:22])[CH:9]=[CH:8][CH:7]=1.C(N(C(C)C)CC)(C)C.[F:32][C:33]([F:52])([F:51])[S:34](N(C1C=CC=CC=1)[S:34]([C:33]([F:52])([F:51])[F:32])(=[O:36])=[O:35])(=[O:36])=[O:35]. Product: [F:32][C:33]([F:52])([F:51])[S:34]([O:22][C:15]1[C:14]2[C:19](=[CH:20][CH:21]=[C:12]([C:10]3[CH:9]=[CH:8][CH:7]=[C:6]([C:2]4[S:1][CH:5]=[CH:4][N:3]=4)[N:11]=3)[CH:13]=2)[N:18]=[CH:17][CH:16]=1)(=[O:36])=[O:35]. The catalyst class is: 37. (5) Reactant: [Br:1][CH2:2][C:3]1[C:11]2[C:6](=[CH:7][CH:8]=[CH:9][CH:10]=2)[N:5]([C:12]2[CH:19]=[CH:18][CH:17]=[CH:16][C:13]=2[C:14]#[N:15])[N:4]=1.[Br:20]C1C=C2C(C(C)=NN2)=CC=1.FC1C=CC=CC=1C#N. Product: [Br:1][CH2:2][C:3]1[C:11]2[C:6](=[CH:7][C:8]([Br:20])=[CH:9][CH:10]=2)[N:5]([C:12]2[CH:19]=[CH:18][CH:17]=[CH:16][C:13]=2[C:14]#[N:15])[N:4]=1. The catalyst class is: 6. (6) Reactant: Br[C:2]1[CH:3]=[N:4][N:5]([C:9]2[CH:24]=[CH:23][C:12]([C:13]([NH:15][CH2:16][CH:17]3[CH2:22][CH2:21][O:20][CH2:19][CH2:18]3)=[O:14])=[CH:11][N:10]=2)[C:6]=1[O:7][CH3:8].[C:25]([C:27]1[CH:32]=[CH:31][C:30](B(O)O)=[C:29]([CH3:36])[CH:28]=1)#[N:26].C(=O)([O-])[O-].[Na+].[Na+]. The catalyst class is: 669. Product: [C:25]([C:27]1[CH:32]=[CH:31][C:30]([C:2]2[CH:3]=[N:4][N:5]([C:9]3[CH:24]=[CH:23][C:12]([C:13]([NH:15][CH2:16][CH:17]4[CH2:22][CH2:21][O:20][CH2:19][CH2:18]4)=[O:14])=[CH:11][N:10]=3)[C:6]=2[O:7][CH3:8])=[C:29]([CH3:36])[CH:28]=1)#[N:26]. (7) Reactant: [CH:1]1[CH:2]=[CH:3][C:4]([C@H:7]([NH2:11])[C:8]([OH:10])=[O:9])=[CH:5][CH:6]=1.[CH:12]1(O)[CH2:16][CH2:15][CH2:14][CH2:13]1.[C:18]1([CH3:28])[CH:23]=[CH:22][C:21]([S:24]([OH:27])(=[O:26])=[O:25])=[CH:20][CH:19]=1. Product: [S:24]([C:21]1[CH:22]=[CH:23][C:18]([CH3:28])=[CH:19][CH:20]=1)([OH:27])(=[O:26])=[O:25].[NH2:11][C@@H:7]([C:4]1[CH:3]=[CH:2][CH:1]=[CH:6][CH:5]=1)[C:8]([O:10][CH:12]1[CH2:16][CH2:15][CH2:14][CH2:13]1)=[O:9]. The catalyst class is: 244. (8) Reactant: [NH2:1][C:2]1[C:7]([N+:8]([O-])=O)=[CH:6][C:5]([NH:11][C:12]([O:14][CH3:15])=[O:13])=[CH:4][C:3]=1[N+:16]([O-])=O.C([O-])=O.[NH4+].CN(C(/C=C/C1C[C@H]2C(S([O-])(=O)=O)NC3C=C4OCOC4=CC=3C(=O)N2C=1)=O)C.[Na+].[Br:53][C:54]1[CH:61]=[CH:60][C:57]([CH:58]=O)=[CH:56][CH:55]=1. Product: [NH2:8][C:7]1[C:2]2[NH:1][C:58]([C:57]3[CH:60]=[CH:61][C:54]([Br:53])=[CH:55][CH:56]=3)=[N:16][C:3]=2[CH:4]=[C:5]([NH:11][C:12]([O:14][CH3:15])=[O:13])[CH:6]=1. The catalyst class is: 29. (9) Reactant: Br[C:2]1[CH:7]=[CH:6][C:5]([N+:8]([O-:10])=[O:9])=[C:4]([F:11])[CH:3]=1.[N+:12]([C:15]1[CH:21]=[C:20](B2OC(C)(C)C(C)(C)O2)[CH:19]=[CH:18][C:16]=1[NH2:17])([O-:14])=[O:13]. Product: [F:11][C:4]1[CH:3]=[C:2]([C:20]2[CH:19]=[CH:18][C:16]([NH2:17])=[C:15]([N+:12]([O-:14])=[O:13])[CH:21]=2)[CH:7]=[CH:6][C:5]=1[N+:8]([O-:10])=[O:9]. The catalyst class is: 149.